Dataset: Full USPTO retrosynthesis dataset with 1.9M reactions from patents (1976-2016). Task: Predict the reactants needed to synthesize the given product. (1) Given the product [CH2:27]([O:28][C:29](=[O:34])[C:30]([NH:1][C:2]1[CH:7]=[CH:6][CH:5]=[C:4]([CH:8]2[C:17]([CH3:18])([CH3:19])[CH2:16][C:15]3[C:10](=[CH:11][CH:12]=[C:13]([C:20]([NH:22][S:23]([CH3:26])(=[O:25])=[O:24])=[O:21])[CH:14]=3)[NH:9]2)[CH:3]=1)([CH3:32])[CH3:31])[CH3:35], predict the reactants needed to synthesize it. The reactants are: [NH2:1][C:2]1[CH:3]=[C:4]([CH:8]2[C:17]([CH3:19])([CH3:18])[CH2:16][C:15]3[C:10](=[CH:11][CH:12]=[C:13]([C:20]([NH:22][S:23]([CH3:26])(=[O:25])=[O:24])=[O:21])[CH:14]=3)[NH:9]2)[CH:5]=[CH:6][CH:7]=1.[CH3:27][O:28][C:29](=[O:34])[C:30](Br)([CH3:32])[CH3:31].[C:35](=O)([O-])[O-].[K+].[K+]. (2) The reactants are: Cl[C:2]1[CH:30]=[CH:29][C:5]([C:6]([NH:8][CH2:9][C:10]2[C:19](=[O:20])[C:18]3[C:13](=[CH:14][C:15]([F:21])=[CH:16][CH:17]=3)[N:12]([C:22]3[CH:27]=[CH:26][CH:25]=[CH:24][C:23]=3[F:28])[CH:11]=2)=[O:7])=[CH:4][N:3]=1.[NH:31]1[CH2:36][CH2:35][S:34](=[O:38])(=[O:37])[CH2:33][CH2:32]1. Given the product [O:37]=[S:34]1(=[O:38])[CH2:35][CH2:36][N:31]([C:2]2[CH:30]=[CH:29][C:5]([C:6]([NH:8][CH2:9][C:10]3[C:19](=[O:20])[C:18]4[C:13](=[CH:14][C:15]([F:21])=[CH:16][CH:17]=4)[N:12]([C:22]4[CH:27]=[CH:26][CH:25]=[CH:24][C:23]=4[F:28])[CH:11]=3)=[O:7])=[CH:4][N:3]=2)[CH2:32][CH2:33]1, predict the reactants needed to synthesize it. (3) The reactants are: [O:1]1[C:5]([C:6]([OH:8])=O)=[CH:4][CH:3]=[N:2]1.[NH2:9][C:10]1[N:15]=[CH:14][C:13]2[C:16]([CH3:24])([CH3:23])[C:17](=[O:22])[N:18]([CH:19]3[CH2:21][CH2:20]3)[C:12]=2[CH:11]=1. Given the product [CH:19]1([N:18]2[C:12]3[CH:11]=[C:10]([NH:9][C:6]([C:5]4[O:1][N:2]=[CH:3][CH:4]=4)=[O:8])[N:15]=[CH:14][C:13]=3[C:16]([CH3:23])([CH3:24])[C:17]2=[O:22])[CH2:21][CH2:20]1, predict the reactants needed to synthesize it. (4) Given the product [C:15]([O:10][C:9]1[CH:11]=[CH:12][C:4](/[CH:3]=[CH:2]/[C:1]([OH:14])=[O:13])=[CH:5][C:6]=1[O:7][CH3:8])(=[O:17])[CH3:16], predict the reactants needed to synthesize it. The reactants are: [C:1]([OH:14])(=[O:13])/[CH:2]=[CH:3]/[C:4]1[CH:12]=[CH:11][C:9]([OH:10])=[C:6]([O:7][CH3:8])[CH:5]=1.[C:15](OC(=O)C)(=[O:17])[CH3:16].Cl. (5) The reactants are: [C:1]([O:4][CH2:5][CH2:6][C:7]1[CH:12]=[CH:11][C:10]([C:13](=O)[C:14]2[CH:19]=[C:18]([Br:20])[CH:17]=[CH:16][C:15]=2[Cl:21])=[CH:9][CH:8]=1)(=[O:3])[CH3:2].B(F)(F)F.C(OCC)C.C([SiH](CC)CC)C. Given the product [C:1]([O:4][CH2:5][CH2:6][C:7]1[CH:8]=[CH:9][C:10]([CH2:13][C:14]2[CH:19]=[C:18]([Br:20])[CH:17]=[CH:16][C:15]=2[Cl:21])=[CH:11][CH:12]=1)(=[O:3])[CH3:2], predict the reactants needed to synthesize it. (6) Given the product [CH3:15][S:16]([C:2]1[CH:7]=[CH:6][C:5]([N+:8]([O-:10])=[O:9])=[CH:4][C:3]=1[C:11]([F:14])([F:13])[F:12])(=[O:18])=[O:17], predict the reactants needed to synthesize it. The reactants are: F[C:2]1[CH:7]=[CH:6][C:5]([N+:8]([O-:10])=[O:9])=[CH:4][C:3]=1[C:11]([F:14])([F:13])[F:12].[CH3:15][S:16]([O-:18])=[O:17].[Na+]. (7) Given the product [Br:1][C:2]1[C:10]2[C:5](=[CH:6][CH:7]=[C:8]([C:11]3[C:12]([F:18])=[CH:13][CH:14]=[CH:15][C:16]=3[F:17])[CH:9]=2)[N:4]([CH:31]2[CH2:32][CH2:33][CH2:34][CH2:35][O:30]2)[N:3]=1, predict the reactants needed to synthesize it. The reactants are: [Br:1][C:2]1[C:10]2[C:5](=[CH:6][CH:7]=[C:8]([C:11]3[C:16]([F:17])=[CH:15][CH:14]=[CH:13][C:12]=3[F:18])[CH:9]=2)[NH:4][N:3]=1.C1(C)C=CC(S(O)(=O)=O)=CC=1.[O:30]1[CH:35]=[CH:34][CH2:33][CH2:32][CH2:31]1.O. (8) Given the product [NH2:1][C:4]1[CH:5]=[CH:6][C:7]([Cl:14])=[C:8]([C:12]=1[Cl:13])[C:9]([OH:11])=[O:10], predict the reactants needed to synthesize it. The reactants are: [N+:1]([C:4]1[CH:5]=[CH:6][C:7]([Cl:14])=[C:8]([C:12]=1[Cl:13])[C:9]([OH:11])=[O:10])([O-])=O. (9) Given the product [C:1]1([S:7]([C:10]2[CH:11]=[CH:12][C:13]3[O:18][CH2:17][CH2:16][N:15]([C:19](=[O:23])[CH2:20][CH2:21][NH:25][CH3:26])[C:14]=3[CH:24]=2)(=[O:9])=[O:8])[CH:6]=[CH:5][CH:4]=[CH:3][CH:2]=1, predict the reactants needed to synthesize it. The reactants are: [C:1]1([S:7]([C:10]2[CH:11]=[CH:12][C:13]3[O:18][CH2:17][CH2:16][N:15]([C:19](=[O:23])[CH2:20][CH2:21]Cl)[C:14]=3[CH:24]=2)(=[O:9])=[O:8])[CH:6]=[CH:5][CH:4]=[CH:3][CH:2]=1.[NH2:25][CH3:26]. (10) Given the product [NH2:19][C:16]1[CH:17]=[CH:18][C:13]([O:12][C:10]2[CH:9]=[CH:8][N:7]=[C:6]3[NH:5][CH:4]=[C:3]([C:1]#[N:2])[C:11]=23)=[C:14]([F:23])[CH:15]=1, predict the reactants needed to synthesize it. The reactants are: [C:1]([C:3]1[C:11]2[C:6](=[N:7][CH:8]=[CH:9][C:10]=2[O:12][C:13]2[CH:18]=[CH:17][C:16]([NH:19]C(=O)C)=[CH:15][C:14]=2[F:23])[N:5](S(C2C=CC(C)=CC=2)(=O)=O)[CH:4]=1)#[N:2].[OH-].[Na+].